From a dataset of Reaction yield outcomes from USPTO patents with 853,638 reactions. Predict the reaction yield, written as a fraction of the theoretical maximum amount of product (1.0 means a 100% yield; for example, 0.34 means a 34% yield). (1) The reactants are [C:1](=[NH:23])([O:3][CH2:4][CH2:5][C:6]1[CH:11]=[CH:10][C:9]([O:12][C:13]2[CH:18]=[CH:17][CH:16]=[C:15]([C:19]([F:22])([F:21])[F:20])[N:14]=2)=[CH:8][CH:7]=1)[NH2:2].FC(F)(F)C([O-])=O.[CH:31]([CH:33]([CH2:38][C:39]1[CH:40]=[N:41][C:42]([O:45][CH3:46])=[N:43][CH:44]=1)[C:34](OC)=O)=[O:32].C([O-])([O-])=O.[K+].[K+]. The catalyst is CN1C(=O)CCC1. The product is [CH3:46][O:45][C:42]1[N:41]=[CH:40][C:39]([CH2:38][C:33]2[C:31](=[O:32])[N:23]=[C:1]([O:3][CH2:4][CH2:5][C:6]3[CH:7]=[CH:8][C:9]([O:12][C:13]4[CH:18]=[CH:17][CH:16]=[C:15]([C:19]([F:22])([F:21])[F:20])[N:14]=4)=[CH:10][CH:11]=3)[NH:2][CH:34]=2)=[CH:44][N:43]=1. The yield is 0.0614. (2) The reactants are [Br:1][C:2]1[CH:3]=[C:4]([CH2:8][C:9]([OH:11])=[O:10])[CH:5]=[CH:6][CH:7]=1.[Si](C=[N+]=[N-])(C)(C)[CH3:13]. The catalyst is C1C=CC=CC=1.CO. The product is [Br:1][C:2]1[CH:3]=[C:4]([CH2:8][C:9]([O:11][CH3:13])=[O:10])[CH:5]=[CH:6][CH:7]=1. The yield is 0.697. (3) The reactants are [Br:1][C:2]1[S:6][C:5]([S:7](Cl)(=[O:9])=[O:8])=[CH:4][CH:3]=1.C(N(CC)CC)C.[CH3:18][N:19]1[CH2:24][CH2:23][NH:22][CH2:21][CH2:20]1. The catalyst is C1COCC1. The product is [Br:1][C:2]1[S:6][C:5]([S:7]([N:22]2[CH2:23][CH2:24][N:19]([CH3:18])[CH2:20][CH2:21]2)(=[O:9])=[O:8])=[CH:4][CH:3]=1. The yield is 0.840.